Dataset: Full USPTO retrosynthesis dataset with 1.9M reactions from patents (1976-2016). Task: Predict the reactants needed to synthesize the given product. (1) Given the product [Cl:2][C:3]1[CH:4]=[C:5]([CH:10]2[CH2:13][C:12]3([CH2:14][CH2:15][N:16]([C:35]([O:37][C:38]4[CH:39]=[CH:40][C:41]([N+:44]([O-:46])=[O:45])=[CH:42][CH:43]=4)=[O:36])[CH2:17][CH2:18]3)[CH2:11]2)[CH:6]=[CH:7][C:8]=1[F:9], predict the reactants needed to synthesize it. The reactants are: Cl.[Cl:2][C:3]1[CH:4]=[C:5]([CH:10]2[CH2:13][C:12]3([CH2:18][CH2:17][NH:16][CH2:15][CH2:14]3)[CH2:11]2)[CH:6]=[CH:7][C:8]=1[F:9].CC1C=C(C2CC3(CCN([C:35]([O:37][C:38]4[CH:43]=[CH:42][C:41]([N+:44]([O-:46])=[O:45])=[CH:40][CH:39]=4)=[O:36])CC3)C2)C=CC=1. (2) Given the product [N+:13]([C:16]1[CH:17]=[N:18][CH:19]=[CH:20][C:21]=1[C:22]1([C:23]([O:25][CH3:26])=[O:24])[CH2:7][CH2:27]1)([O-:15])=[O:14], predict the reactants needed to synthesize it. The reactants are: [Cl-].C[S+](C)(C)=O.[CH3:7]C(C)([O-])C.[K+].[N+:13]([C:16]1[CH:17]=[N:18][CH:19]=[CH:20][C:21]=1[C:22](=[CH2:27])[C:23]([O:25][CH3:26])=[O:24])([O-:15])=[O:14]. (3) Given the product [C:58]([C:47]1[CH:48]=[CH:49][C:50](/[CH:31]=[CH:30]/[C:29]([NH:1][C:4]2[CH:23]=[CH:22][CH:21]=[C:6]([O:7][CH2:8][CH2:9][N:10]3[C:14](=[O:15])[C:13]4[CH:16]=[CH:17][CH:18]=[CH:19][C:12]=4[C:11]3=[O:20])[CH:5]=2)=[O:33])=[CH:51][CH:52]=1)([CH3:59])([CH3:65])[CH3:57], predict the reactants needed to synthesize it. The reactants are: [N+:1]([C:4]1[CH:5]=[C:6]([CH:21]=[CH:22][CH:23]=1)[O:7][CH2:8][CH2:9][N:10]1[C:14](=[O:15])[C:13]2[CH:16]=[CH:17][CH:18]=[CH:19][C:12]=2[C:11]1=[O:20])([O-])=O.[N+](C1C=[C:29]([OH:33])[CH:30]=[CH:31]C=1)([O-])=O.[C:47]1(P([C:47]2[CH:52]=[CH:51][CH:50]=[CH:49][CH:48]=2)[C:47]2[CH:52]=[CH:51][CH:50]=[CH:49][CH:48]=2)[CH:52]=[CH:51][CH:50]=[CH:49][CH:48]=1.OCCN1C(=O)[C:59]2=CC=C[CH:65]=[C:58]2[C:57]1=O.N(C(OCC)=O)=NC(OCC)=O. (4) The reactants are: [O:1]=[C:2]1[NH:7][C:6](=[O:8])[C:5]([C:9]([O:11][CH2:12][CH3:13])=[O:10])=[CH:4][N:3]1[C:14]1[CH:23]=[CH:22][C:17]2[NH:18][C:19](=[O:21])[NH:20][C:16]=2[CH:15]=1.Br[CH2:25][C:26]1[CH:31]=[CH:30][CH:29]=[C:28]([C:32]([F:35])([F:34])[F:33])[C:27]=1[Cl:36].C(=O)([O-])[O-].[K+].[K+].[I-].[K+]. Given the product [Cl:36][C:27]1[C:28]([C:32]([F:33])([F:34])[F:35])=[CH:29][CH:30]=[CH:31][C:26]=1[CH2:25][N:7]1[C:6](=[O:8])[C:5]([C:9]([O:11][CH2:12][CH3:13])=[O:10])=[CH:4][N:3]([C:14]2[CH:23]=[CH:22][C:17]3[NH:18][C:19](=[O:21])[NH:20][C:16]=3[CH:15]=2)[C:2]1=[O:1], predict the reactants needed to synthesize it. (5) Given the product [CH:1]1([CH2:4][O:5][C:6]2[CH:25]=[CH:24][C:9]3[CH:10]=[C:11]([C@H:13]4[CH2:18][CH2:17][C@H:16]([O:19][CH2:20][CH:21]([OH:23])[CH3:22])[CH2:15][CH2:14]4)[O:12][C:8]=3[CH:7]=2)[CH2:3][CH2:2]1, predict the reactants needed to synthesize it. The reactants are: [CH:1]1([CH2:4][O:5][C:6]2[CH:25]=[CH:24][C:9]3[CH:10]=[C:11]([C@H:13]4[CH2:18][CH2:17][C@H:16]([O:19][CH2:20][C:21](=[O:23])[CH3:22])[CH2:15][CH2:14]4)[O:12][C:8]=3[CH:7]=2)[CH2:3][CH2:2]1.[BH4-].[Na+]. (6) The reactants are: [CH2:1]([N:8]1[CH2:13][CH2:12][N:11]([C:14]([O:16][C:17]([CH3:20])([CH3:19])[CH3:18])=[O:15])[CH2:10][C@H:9]1[CH2:21][OH:22])[C:2]1[CH:7]=[CH:6][CH:5]=[CH:4][CH:3]=1.[H-].[Na+].Cl[C:26]1[CH:35]=[CH:34][C:29]([C:30]([O:32][CH3:33])=[O:31])=[CH:28][N:27]=1. Given the product [CH2:1]([N:8]1[CH2:13][CH2:12][N:11]([C:14]([O:16][C:17]([CH3:18])([CH3:19])[CH3:20])=[O:15])[CH2:10][C@H:9]1[CH2:21][O:22][C:26]1[CH:35]=[CH:34][C:29]([C:30]([O:32][CH3:33])=[O:31])=[CH:28][N:27]=1)[C:2]1[CH:7]=[CH:6][CH:5]=[CH:4][CH:3]=1, predict the reactants needed to synthesize it. (7) Given the product [OH:16][N:15]=[C:9]([C:7](=[O:8])[C:2]1[CH:3]=[CH:4][CH:5]=[CH:6][N:1]=1)[C:10]([O:12][CH2:13][CH3:14])=[O:11], predict the reactants needed to synthesize it. The reactants are: [N:1]1[CH:6]=[CH:5][CH:4]=[CH:3][C:2]=1[C:7]([CH2:9][C:10]([O:12][CH2:13][CH3:14])=[O:11])=[O:8].[N:15]([O-])=[O:16].[Na+]. (8) Given the product [IH:1].[Cl:3][C:4]1[N:5]=[CH:6][N:7]([C:9]2[C:10]([F:20])=[CH:11][C:12]([NH:16][C:17]([S:18][CH3:2])=[NH:19])=[CH:13][C:14]=2[F:15])[CH:8]=1, predict the reactants needed to synthesize it. The reactants are: [I:1][CH3:2].[Cl:3][C:4]1[N:5]=[CH:6][N:7]([C:9]2[C:14]([F:15])=[CH:13][C:12]([NH:16][C:17]([NH2:19])=[S:18])=[CH:11][C:10]=2[F:20])[CH:8]=1. (9) Given the product [NH2:8][CH:9]([CH2:24][C:25]1[CH:26]=[CH:27][CH:28]=[CH:29][CH:30]=1)[C:10]([O:12][C:13]1[CH:23]=[CH:22][CH:21]=[CH:20][C:14]=1[C:15]([O:17][CH2:18][CH3:19])=[O:16])=[O:11], predict the reactants needed to synthesize it. The reactants are: C(OC([NH:8][CH:9]([CH2:24][C:25]1[CH:30]=[CH:29][CH:28]=[CH:27][CH:26]=1)[C:10]([O:12][C:13]1[CH:23]=[CH:22][CH:21]=[CH:20][C:14]=1[C:15]([O:17][CH2:18][CH3:19])=[O:16])=[O:11])=O)(C)(C)C.